This data is from Forward reaction prediction with 1.9M reactions from USPTO patents (1976-2016). The task is: Predict the product of the given reaction. (1) Given the reactants [C:1]1([C:6]([CH2:8][C:9]#[N:10])=O)[S:5][CH:4]=[CH:3][CH:2]=1.[H-].[Na+].CI.[N+]([O-])(O)=O.[NH2:19][C:20]([NH2:22])=[NH:21].[CH3:23][S:24]([CH3:26])=O, predict the reaction product. The product is: [NH2:21][C:20]1[N:22]=[C:23]([S:24][CH3:26])[C:8]([C:9]#[N:10])=[C:6]([C:1]2[S:5][CH:4]=[CH:3][CH:2]=2)[N:19]=1. (2) Given the reactants [C:1]([O:5][C:6]([N:8]1[CH2:11][CH:10]([C:12]([OH:14])=O)[CH2:9]1)=[O:7])([CH3:4])([CH3:3])[CH3:2].Cl.[CH3:16]N(C)CCCN=C=NCC.O.[OH:28][N:29]1[C:33]2C=CC=CC=2N=N1.C(N(CC)C(C)C)(C)C, predict the reaction product. The product is: [CH3:16][O:28][N:29]([CH3:33])[C:12]([CH:10]1[CH2:9][N:8]([C:6]([O:5][C:1]([CH3:2])([CH3:3])[CH3:4])=[O:7])[CH2:11]1)=[O:14]. (3) Given the reactants I[CH2:2][C:3]([F:6])([F:5])[F:4].[Cl:7][C:8]1[CH:15]=[CH:14][CH:13]=[CH:12][C:9]=1[CH2:10][NH2:11], predict the reaction product. The product is: [Cl:7][C:8]1[CH:15]=[CH:14][CH:13]=[CH:12][C:9]=1[CH2:10][NH:11][CH2:2][C:3]([F:6])([F:5])[F:4]. (4) Given the reactants [O:1]=[C:2]1[CH2:19][CH2:18][C@@:17]2([CH3:20])[C:4](=[CH:5][CH2:6][C@@H:7]3[C@@H:16]2[CH2:15][CH2:14][C@@:12]2([CH3:13])[C@H:8]3[CH2:9][CH2:10][C@@H:11]2[C:21]([OH:23])=[O:22])[NH:3]1.C([O-])(=O)C.[NH4+], predict the reaction product. The product is: [CH3:13][C@@:12]12[C@@H:11]([C:21]([OH:23])=[O:22])[CH2:10][CH2:9][C@H:8]1[C@@H:7]1[CH2:6][CH2:5][C@H:4]3[NH:3][C:2](=[O:1])[CH2:19][CH2:18][C@:17]3([CH3:20])[C@H:16]1[CH2:15][CH2:14]2. (5) Given the reactants [Mg].[CH2:2]([C:5]1[C:14]2[C:9](=[CH:10][CH:11]=[C:12](Br)[CH:13]=2)[CH:8]=[CH:7][C:6]=1[O:16][CH3:17])[CH:3]=[CH2:4].[O:18]=[C:19]1[CH2:23][N:22]([C:24]([O:26][CH2:27][CH2:28][Si:29]([CH3:32])([CH3:31])[CH3:30])=[O:25])[C@H:21]([C:33]([O:35][CH3:36])=[O:34])[CH2:20]1, predict the reaction product. The product is: [CH2:2]([C:5]1[C:6]([O:16][CH3:17])=[CH:7][CH:8]=[C:9]2[C:14]=1[CH:13]=[C:12]([C@@:19]1([OH:18])[CH2:23][N:22]([C:24]([O:26][CH2:27][CH2:28][Si:29]([CH3:32])([CH3:30])[CH3:31])=[O:25])[C@H:21]([C:33]([O:35][CH3:36])=[O:34])[CH2:20]1)[CH:11]=[CH:10]2)[CH:3]=[CH2:4]. (6) Given the reactants [CH:1]1([C:4]2[CH:5]=[C:6]3[C:11](=[C:12]([F:14])[CH:13]=2)[C:10](=[O:15])[NH:9][CH:8]=[CH:7]3)[CH2:3][CH2:2]1.Br[C:17]1[CH:24]=[CH:23][CH:22]=[C:21]([Cl:25])[C:18]=1[CH:19]=[O:20].C(=O)([O-])[O-].[K+].[K+], predict the reaction product. The product is: [Cl:25][C:21]1[CH:22]=[CH:23][CH:24]=[C:17]([N:9]2[CH:8]=[CH:7][C:6]3[C:11](=[C:12]([F:14])[CH:13]=[C:4]([CH:1]4[CH2:3][CH2:2]4)[CH:5]=3)[C:10]2=[O:15])[C:18]=1[CH:19]=[O:20]. (7) Given the reactants [Br:1][C:2]1[C:7](=[O:8])[N:6]([C:9]2[CH:10]=[C:11]([CH:19]=[CH:20][C:21]=2[CH3:22])[C:12]([NH:14][C@@H:15](C)[CH2:16][OH:17])=[O:13])[CH:5]=[N:4][C:3]=1[O:23][CH2:24][C:25]1[CH:30]=[CH:29][C:28]([F:31])=[CH:27][C:26]=1[F:32].[NH2:33][C@@H](C)CO, predict the reaction product. The product is: [NH2:33][C:16]([CH2:15][NH:14][C:12](=[O:13])[C:11]1[CH:19]=[CH:20][C:21]([CH3:22])=[C:9]([N:6]2[C:7](=[O:8])[C:2]([Br:1])=[C:3]([O:23][CH2:24][C:25]3[CH:30]=[CH:29][C:28]([F:31])=[CH:27][C:26]=3[F:32])[N:4]=[CH:5]2)[CH:10]=1)=[O:17].